This data is from Catalyst prediction with 721,799 reactions and 888 catalyst types from USPTO. The task is: Predict which catalyst facilitates the given reaction. (1) Reactant: P(Br)(Br)[Br:2].C(Cl)Cl.[F:8][C:9]1[CH:14]=[C:13]([F:15])[C:12]([F:16])=[CH:11][C:10]=1[CH:17](O)[CH3:18]. Product: [Br:2][CH:17]([C:10]1[CH:11]=[C:12]([F:16])[C:13]([F:15])=[CH:14][C:9]=1[F:8])[CH3:18]. The catalyst class is: 6. (2) Reactant: [Cl:1][C:2]1[N:10]=[C:9]2[C:5]([NH:6][CH:7]=[N:8]2)=[C:4](Cl)[N:3]=1.[Cl:12][C:13]1[C:21]([Cl:22])=[CH:20][C:16]2[N:17]=[CH:18][NH:19][C:15]=2[CH:14]=1. Product: [Cl:1][C:2]1[N:10]=[C:9]2[C:5]([N:6]=[CH:7][NH:8]2)=[C:4]([N:17]2[C:16]3[CH:20]=[C:21]([Cl:22])[C:13]([Cl:12])=[CH:14][C:15]=3[N:19]=[CH:18]2)[N:3]=1. The catalyst class is: 51. (3) Reactant: Cl.Cl.Cl.[Cl:4][C:5]1[CH:6]=[N:7][C:8]2[NH:9][C:10]3[CH:11]=[N:12][CH:13]=[C:14]([CH:27]=3)[CH2:15][CH2:16][C:17]3[CH:25]=[C:21]([NH:22][C:23]=1[N:24]=2)[CH:20]=[CH:19][C:18]=3N.N([O-])=O.[Na+].[I-:32].[K+].[Cu](C#N)C#N. Product: [Cl:4][C:5]1[CH:6]=[N:7][C:8]2[NH:9][C:10]3[CH:11]=[N:12][CH:13]=[C:14]([CH:27]=3)[CH2:15][CH2:16][C:17]3[CH:25]=[C:21]([NH:22][C:23]=1[N:24]=2)[CH:20]=[CH:19][C:18]=3[I:32]. The catalyst class is: 445. (4) Reactant: [CH3:1][C:2]1[C:3]([CH3:34])=[CH:4][C:5]2[N:14]([CH2:15][CH2:16][NH:17][C:18]3[CH:30]=[CH:29][CH:28]=[CH:27][C:19]=3[C:20]([O:22]C(C)(C)C)=[O:21])[C:13]3[C:8]([C:9](=[O:32])[NH:10][C:11](=[O:31])[N:12]=3)=[N:7][C:6]=2[CH:33]=1.C(O)(C(F)(F)F)=O. Product: [CH3:1][C:2]1[C:3]([CH3:34])=[CH:4][C:5]2[N:14]([CH2:15][CH2:16][NH:17][C:18]3[CH:30]=[CH:29][CH:28]=[CH:27][C:19]=3[C:20]([OH:22])=[O:21])[C:13]3[C:8]([C:9](=[O:32])[NH:10][C:11](=[O:31])[N:12]=3)=[N:7][C:6]=2[CH:33]=1. The catalyst class is: 2.